From a dataset of Catalyst prediction with 721,799 reactions and 888 catalyst types from USPTO. Predict which catalyst facilitates the given reaction. (1) Reactant: Cl[C:2]1[C:7]([C:8]([C:10]2[S:11][CH:12]=[CH:13][N:14]=2)=O)=[CH:6][CH:5]=[CH:4][N:3]=1.[NH2:15][NH2:16]. Product: [S:11]1[CH:12]=[CH:13][N:14]=[C:10]1[C:8]1[C:7]2[C:2](=[N:3][CH:4]=[CH:5][CH:6]=2)[NH:16][N:15]=1. The catalyst class is: 346. (2) Reactant: [CH3:1][NH:2][CH3:3].[NH2:4][C:5]1[CH:6]=[C:7]([CH:11]=[CH:12][C:13]=1[CH2:14][CH3:15])[C:8](O)=[O:9].CCN(CC)CC.F[P-](F)(F)(F)(F)F.N1(OC(N(C)C)=[N+](C)C)C2N=CC=CC=2C=C1. Product: [NH2:4][C:5]1[CH:6]=[C:7]([CH:11]=[CH:12][C:13]=1[CH2:14][CH3:15])[C:8]([N:2]([CH3:3])[CH3:1])=[O:9]. The catalyst class is: 475.